This data is from Full USPTO retrosynthesis dataset with 1.9M reactions from patents (1976-2016). The task is: Predict the reactants needed to synthesize the given product. (1) Given the product [CH2:1]([N:8]1[C:16]2[C:11](=[C:12]([C:17]3[CH:26]=[CH:25][C:20]([O:21][CH2:22][C:23]4[NH:36][N:35]=[N:34][N:24]=4)=[CH:19][CH:18]=3)[CH:13]=[CH:14][CH:15]=2)[C:10]([CH3:27])=[C:9]1[C:28]1[CH:33]=[CH:32][CH:31]=[CH:30][CH:29]=1)[C:2]1[CH:3]=[CH:4][CH:5]=[CH:6][CH:7]=1, predict the reactants needed to synthesize it. The reactants are: [CH2:1]([N:8]1[C:16]2[C:11](=[C:12]([C:17]3[CH:26]=[CH:25][C:20]([O:21][CH2:22][C:23]#[N:24])=[CH:19][CH:18]=3)[CH:13]=[CH:14][CH:15]=2)[C:10]([CH3:27])=[C:9]1[C:28]1[CH:33]=[CH:32][CH:31]=[CH:30][CH:29]=1)[C:2]1[CH:7]=[CH:6][CH:5]=[CH:4][CH:3]=1.[N-:34]=[N+:35]=[N-:36].[Na+].[NH4+].[Cl-]. (2) The reactants are: [C:1]([NH:6][C:7]1[NH:8][C:9](=[O:24])[C:10]2[N:11]=[CH:12][N:13]([C:22]=2[N:23]=1)[C@@H:14]1[O:21][C@H:18]([CH2:19][OH:20])[C@@H:16]([OH:17])[CH2:15]1)(=[O:5])[CH:2]([CH3:4])[CH3:3].CC(N(C)C)=O.[C:31](Cl)(=[O:47])[CH2:32][CH2:33][CH2:34][CH2:35][CH2:36][CH2:37][CH2:38][CH2:39][CH2:40][CH2:41][CH2:42][CH2:43][CH2:44][CH2:45][CH3:46].C(=O)(O)[O-].[K+]. Given the product [C:31]([O:20][CH2:19][C@H:18]1[O:21][C@@H:14]([N:13]2[C:22]3[N:23]=[C:7]([NH:6][C:1](=[O:5])[CH:2]([CH3:4])[CH3:3])[NH:8][C:9](=[O:24])[C:10]=3[N:11]=[CH:12]2)[CH2:15][C@@H:16]1[OH:17])(=[O:47])[CH2:32][CH2:33][CH2:34][CH2:35][CH2:36][CH2:37][CH2:38][CH2:39][CH2:40][CH2:41][CH2:42][CH2:43][CH2:44][CH2:45][CH3:46], predict the reactants needed to synthesize it. (3) Given the product [CH:20](/[C:2]1[CH:3]=[CH:4][C:5]2[O:6][CH2:7][C:8](=[O:12])[NH:9][C:10]=2[N:11]=1)=[CH:19]\[C:13]1[CH:18]=[CH:17][CH:16]=[CH:15][CH:14]=1, predict the reactants needed to synthesize it. The reactants are: Br[C:2]1[CH:3]=[CH:4][C:5]2[O:6][CH2:7][C:8](=[O:12])[NH:9][C:10]=2[N:11]=1.[C:13]1(/[CH:19]=[CH:20]/B(O)O)[CH:18]=[CH:17][CH:16]=[CH:15][CH:14]=1.C([O-])([O-])=O.[K+].[K+]. (4) Given the product [ClH:35].[ClH:35].[NH2:1][CH2:2][C:3]1[CH:8]=[CH:7][C:6]([S:9]([C:12]2[CH:13]=[C:14]3[C:18](=[CH:19][CH:20]=2)[N:17]([CH3:21])[C:16]2[CH2:22][CH:23]4[NH:27][CH:26]([C:15]3=2)[CH2:25][CH2:24]4)(=[O:11])=[O:10])=[CH:5][CH:4]=1, predict the reactants needed to synthesize it. The reactants are: [NH2:1][CH2:2][C:3]1[CH:8]=[CH:7][C:6]([S:9]([C:12]2[CH:20]=[CH:19][C:18]3[N:17]([CH3:21])[C:16]4[CH2:22][CH:23]5[NH:27][CH:26]([C:15]=4[C:14]=3[C:13]=2C(OC(C)(C)C)=O)[CH2:25][CH2:24]5)(=[O:11])=[O:10])=[CH:5][CH:4]=1.[ClH:35]. (5) The reactants are: [H][H].[CH3:3][O:4][C:5]1[CH:6]=[C:7]([CH:25]=[CH:26][C:27]=1[O:28][CH3:29])[C:8]([NH:10][C:11]1[CH:16]=[CH:15][C:14]([C:17]2([C:22]([OH:24])=[O:23])[CH2:21][CH2:20][CH2:19][CH2:18]2)=[CH:13][CH:12]=1)=[O:9].[CH3:30]O. Given the product [CH3:30][O:23][C:22]([C:17]1([C:14]2[CH:13]=[CH:12][C:11]([NH:10][C:8](=[O:9])[C:7]3[CH:25]=[CH:26][C:27]([O:28][CH3:29])=[C:5]([O:4][CH3:3])[CH:6]=3)=[CH:16][CH:15]=2)[CH2:18][CH2:19][CH2:20][CH2:21]1)=[O:24], predict the reactants needed to synthesize it. (6) Given the product [NH2:6][C:5]1[N:4]=[C:2]([S:3][CH2:21][C:31]2[CH:26]=[CH:35][CH:34]=[C:28]([CH3:27])[N:30]=2)[N:1]=[C:8]([C:9]2[CH:14]=[CH:13][C:12]([NH:15][C:16](=[O:18])[CH3:17])=[CH:11][CH:10]=2)[C:7]=1[C:19]#[N:20], predict the reactants needed to synthesize it. The reactants are: [NH2:1][C:2]([NH2:4])=[S:3].[C:5]([C:7]([C:19]#[N:20])=[CH:8][C:9]1[CH:14]=[CH:13][C:12]([NH:15][C:16](=[O:18])[CH3:17])=[CH:11][CH:10]=1)#[N:6].[C:21](=O)(O)[O-].[Na+].[CH2:26]1[C:31](=O)[N:30](Br)[C:28](=O)[CH2:27]1.[CH:34](OC(C)C)(C)[CH3:35]. (7) Given the product [CH3:1][O:2][C:3]1[CH:8]=[CH:7][C:6]([NH2:9])=[C:5]([S:12][CH3:13])[CH:4]=1, predict the reactants needed to synthesize it. The reactants are: [CH3:1][O:2][C:3]1[CH:8]=[CH:7][C:6]([N+:9]([O-])=O)=[C:5]([S:12][CH3:13])[CH:4]=1.